From a dataset of Peptide-MHC class II binding affinity with 134,281 pairs from IEDB. Regression. Given a peptide amino acid sequence and an MHC pseudo amino acid sequence, predict their binding affinity value. This is MHC class II binding data. (1) The peptide sequence is STVVASVTIIDRSLP. The MHC is DRB4_0101 with pseudo-sequence DRB4_0103. The binding affinity (normalized) is 0.692. (2) The peptide sequence is EGGAHLVQDDVIPAN. The MHC is HLA-DPA10301-DPB10402 with pseudo-sequence HLA-DPA10301-DPB10402. The binding affinity (normalized) is 0.0654.